Task: Predict the reaction yield, written as a fraction of the theoretical maximum amount of product (1.0 means a 100% yield; for example, 0.34 means a 34% yield).. Dataset: Reaction yield outcomes from USPTO patents with 853,638 reactions (1) The reactants are [NH2:1][OH:2].[OH2:3].[CH:4]([C:6]1[CH:11]=[CH:10][C:9]([CH:12]2[CH2:17][N:16]([C:18]([O:20][C:21]([CH3:24])([CH3:23])[CH3:22])=O)[CH2:15][CH2:14][N:13]2[C:25]([O:27][C:28]([CH3:31])([CH3:30])[CH3:29])=[O:26])=[CH:8][CH:7]=1)=O. The catalyst is C(O)C. The product is [OH:2]/[N:1]=[CH:4]/[C:6]1[CH:7]=[CH:8][C:9]([CH:12]2[CH2:17][N:16]([C:18]([O:20][C:21]([CH3:24])([CH3:22])[CH3:23])=[O:3])[CH2:15][CH2:14][N:13]2[C:25]([O:27][C:28]([CH3:31])([CH3:30])[CH3:29])=[O:26])=[CH:10][CH:11]=1. The yield is 1.00. (2) The reactants are [CH3:1][N:2]1[CH2:7][CH2:6][N:5]([CH2:8][C:9]2[CH:14]=[CH:13][C:12]([N+:15]([O-])=O)=[CH:11][CH:10]=2)[CH2:4][CH2:3]1.CO.[Cl-].[NH4+]. The catalyst is [Zn].C(OCC)C. The product is [CH3:1][N:2]1[CH2:7][CH2:6][N:5]([CH2:8][C:9]2[CH:14]=[CH:13][C:12]([NH2:15])=[CH:11][CH:10]=2)[CH2:4][CH2:3]1. The yield is 0.770. (3) The reactants are [Br:1][C:2]1[CH:9]=[CH:8][C:5]([CH2:6]Br)=[CH:4][CH:3]=1.C(N(CC)CC)C.[CH3:17][O:18][C:19]1([CH3:25])[CH2:24][CH2:23][NH:22][CH2:21][CH2:20]1. The catalyst is C1COCC1. The product is [Br:1][C:2]1[CH:9]=[CH:8][C:5]([CH2:6][N:22]2[CH2:23][CH2:24][C:19]([O:18][CH3:17])([CH3:25])[CH2:20][CH2:21]2)=[CH:4][CH:3]=1. The yield is 0.960. (4) The reactants are [Cl:1][C:2]1[CH:3]=[C:4]([C:8]2[O:12][N:11]=[CH:10][C:9]=2[CH2:13][CH2:14][C:15](OC)=[O:16])[S:5][C:6]=1[Cl:7].[H-].C([Al+]CC(C)C)C(C)C.Cl. The catalyst is O1CCCC1. The product is [Cl:1][C:2]1[CH:3]=[C:4]([C:8]2[O:12][N:11]=[CH:10][C:9]=2[CH2:13][CH2:14][CH2:15][OH:16])[S:5][C:6]=1[Cl:7]. The yield is 0.890. (5) The yield is 0.860. The reactants are [Br:1][C:2]1[C:7]([CH:8]=[O:9])=[C:6]([F:10])[C:5]([O:11]C)=[CH:4][CH:3]=1.B(Br)(Br)Br. The product is [Br:1][C:2]1[C:7]([CH:8]=[O:9])=[C:6]([F:10])[C:5]([OH:11])=[CH:4][CH:3]=1. The catalyst is ClCCl. (6) The reactants are [CH3:1][C:2]1[C:22]2[C:17](=[CH:18][CH:19]=[CH:20][CH:21]=2)[C:4]2([CH2:9][CH2:8][N:7](C(OC(C)(C)C)=O)[CH2:6][CH2:5]2)[CH:3]=1.C(=O)([O-])O.[Na+]. The catalyst is O1CCOCC1.Cl. The product is [CH3:1][C:2]1[C:22]2[C:17](=[CH:18][CH:19]=[CH:20][CH:21]=2)[C:4]2([CH2:5][CH2:6][NH:7][CH2:8][CH2:9]2)[CH:3]=1. The yield is 0.940. (7) The reactants are CCCC[N+](CCCC)(CCCC)CCCC.[F-:18].FC(F)(F)S(O[CH2:25][CH:26]([CH3:38])[CH2:27][O:28][C:29]1[CH:34]=[CH:33][C:32]([Cl:35])=[CH:31][C:30]=1[CH:36]=[O:37])(=O)=O. The catalyst is C1COCC1. The product is [Cl:35][C:32]1[CH:33]=[CH:34][C:29]([O:28][CH2:27][CH:26]([CH3:38])[CH2:25][F:18])=[C:30]([CH:31]=1)[CH:36]=[O:37]. The yield is 0.450. (8) The reactants are [C:1]([O:5][C:6]([N:8]1[CH2:13][CH2:12][C:11](=O)[CH:10]([C:15]([CH:17]2[CH2:21][CH:20]=[CH:19][CH2:18]2)=O)[CH2:9]1)=[O:7])([CH3:4])([CH3:3])[CH3:2].[NH2:22][NH2:23].O. The catalyst is CCO. The product is [CH:17]1([C:15]2[C:10]3[CH2:9][N:8]([C:6]([O:5][C:1]([CH3:4])([CH3:3])[CH3:2])=[O:7])[CH2:13][CH2:12][C:11]=3[NH:23][N:22]=2)[CH2:21][CH:20]=[CH:19][CH2:18]1. The yield is 0.521. (9) The reactants are [CH3:1][O:2][C:3]1[CH:12]=[C:11]2[C:6]([CH2:7][CH2:8][C:9](=O)[CH2:10]2)=[CH:5][CH:4]=1.[N+](C1C=CC=CC=1S([N:26]([CH2:36][C:37]1[CH:42]=[CH:41][CH:40]=[CH:39][N:38]=1)[CH2:27][C:28]1[CH:33]=[CH:32][C:31]([CH2:34][NH2:35])=[CH:30][CH:29]=1)(=O)=O)([O-])=O.[BH3-][C:44]#[N:45].[Na+].C(OC)(OC)OC. The catalyst is CO.C(O)(=O)C. The product is [N:38]1[CH:39]=[CH:40][CH:41]=[CH:42][C:37]=1[CH2:36][NH:26][CH2:27][C:28]1[CH:29]=[CH:30][C:31]([CH2:34][N:35]([CH2:28][C:27]2[NH:26][CH:36]=[CH:44][N:45]=2)[CH:9]2[CH2:8][CH2:7][C:6]3[C:11](=[CH:12][C:3]([O:2][CH3:1])=[CH:4][CH:5]=3)[CH2:10]2)=[CH:32][CH:33]=1. The yield is 0.750.